From a dataset of Catalyst prediction with 721,799 reactions and 888 catalyst types from USPTO. Predict which catalyst facilitates the given reaction. (1) Reactant: C[Si](C)(C)N[Si](C)(C)C.[Na].[Cl:11][C:12]1[CH:17]=[CH:16][CH:15]=[C:14]([NH2:18])[N:13]=1.[C:19](O[C:19]([O:21][C:22]([CH3:25])([CH3:24])[CH3:23])=[O:20])([O:21][C:22]([CH3:25])([CH3:24])[CH3:23])=[O:20]. Product: [C:22]([O:21][C:19](=[O:20])[NH:18][C:14]1[CH:15]=[CH:16][CH:17]=[C:12]([Cl:11])[N:13]=1)([CH3:25])([CH3:24])[CH3:23]. The catalyst class is: 1. (2) Reactant: [N:1]1[CH:6]=[CH:5][CH:4]=[CH:3][C:2]=1[C:7]1[C:8]([NH2:13])=[N:9][NH:10][C:11]=1[NH2:12].[CH3:14][N:15]1[C:23]2[C:18](=[CH:19][C:20]([C:24](=O)[CH2:25][C:26](OCC)=[O:27])=[CH:21][CH:22]=2)[CH:17]=[N:16]1.CC1C=CC(S(O)(=O)=O)=CC=1. Product: [NH2:12][C:11]1[C:7]([C:2]2[CH:3]=[CH:4][CH:5]=[CH:6][N:1]=2)=[C:8]2[NH:13][C:24]([C:20]3[CH:19]=[C:18]4[C:23](=[CH:22][CH:21]=3)[N:15]([CH3:14])[N:16]=[CH:17]4)=[CH:25][C:26](=[O:27])[N:9]2[N:10]=1. The catalyst class is: 114.